From a dataset of Reaction yield outcomes from USPTO patents with 853,638 reactions. Predict the reaction yield, written as a fraction of the theoretical maximum amount of product (1.0 means a 100% yield; for example, 0.34 means a 34% yield). (1) The yield is 0.778. The catalyst is CN(C=O)C. The product is [CH2:1]([O:8][C:9]1[C:10]([C:16]([NH:56][CH2:55][C:54]2[CH:57]=[CH:58][C:51]([F:50])=[CH:52][CH:53]=2)=[O:18])=[N:11][C:12]([Br:15])=[CH:13][CH:14]=1)[C:2]1[CH:3]=[CH:4][CH:5]=[CH:6][CH:7]=1. The reactants are [CH2:1]([O:8][C:9]1[C:10]([C:16]([OH:18])=O)=[N:11][C:12]([Br:15])=[CH:13][CH:14]=1)[C:2]1[CH:7]=[CH:6][CH:5]=[CH:4][CH:3]=1.CN(C(ON1N=NC2C=CC=NC1=2)=[N+](C)C)C.F[P-](F)(F)(F)(F)F.CCN(CC)CC.[F:50][C:51]1[CH:58]=[CH:57][C:54]([CH2:55][NH2:56])=[CH:53][CH:52]=1. (2) The reactants are CC1N=C(N2CCN(C3C=CC=CC=3)C2=O)SC=1C(OCC)=O.[CH3:24][C:25]1[N:26]=[C:27]([N:30]2[CH2:34][CH2:33][N:32]([CH2:35][C:36]3[CH:45]=[CH:44][C:39]([C:40]([O:42]C)=[O:41])=[CH:38][CH:37]=3)[C:31]2=[O:46])[S:28][CH:29]=1. No catalyst specified. The product is [CH3:24][C:25]1[N:26]=[C:27]([N:30]2[CH2:34][CH2:33][N:32]([CH2:35][C:36]3[CH:45]=[CH:44][C:39]([C:40]([OH:42])=[O:41])=[CH:38][CH:37]=3)[C:31]2=[O:46])[S:28][CH:29]=1. The yield is 0.650. (3) The reactants are II.[Cl:3][C:4]1[CH:5]=[C:6]([CH:9]=[CH:10][C:11]=1[Cl:12])[CH2:7]Cl.[Cl:13][CH2:14][C:15](Cl)=[O:16].Cl. The catalyst is CN(C)C(=O)C.[Zn].C1C=CC([P]([Pd]([P](C2C=CC=CC=2)(C2C=CC=CC=2)C2C=CC=CC=2)([P](C2C=CC=CC=2)(C2C=CC=CC=2)C2C=CC=CC=2)[P](C2C=CC=CC=2)(C2C=CC=CC=2)C2C=CC=CC=2)(C2C=CC=CC=2)C2C=CC=CC=2)=CC=1.C(OCC)(=O)C. The product is [Cl:13][CH2:14][C:15](=[O:16])[CH2:7][C:6]1[CH:9]=[CH:10][C:11]([Cl:12])=[C:4]([Cl:3])[CH:5]=1. The yield is 0.450. (4) The reactants are [C:1]([CH2:3][C:4]([O:6][CH2:7][CH3:8])=[O:5])#[N:2].Br[CH2:10][CH2:11]Br.C([O-])([O-])=O.[K+].[K+]. The catalyst is CC(C)=O. The product is [C:1]([C:3]1([C:4]([O:6][CH2:7][CH3:8])=[O:5])[CH2:11][CH2:10]1)#[N:2]. The yield is 1.00. (5) The reactants are Cl.Cl[C:3]1[N:12]=[C:11]([N:13]([C:15]2[CH:20]=[CH:19][C:18]([O:21][CH3:22])=[CH:17][CH:16]=2)[CH3:14])[C:10]2[C:5](=[CH:6][CH:7]=[CH:8][CH:9]=2)[N:4]=1.[CH3:23][NH:24][CH2:25][CH2:26][NH:27][CH3:28]. The catalyst is C(O)CCC. The product is [CH3:22][O:21][C:18]1[CH:19]=[CH:20][C:15]([N:13]([CH3:14])[C:11]2[C:10]3[C:5](=[CH:6][CH:7]=[CH:8][CH:9]=3)[N:4]=[C:3]([N:24]([CH3:23])[CH2:25][CH2:26][NH:27][CH3:28])[N:12]=2)=[CH:16][CH:17]=1. The yield is 0.800.